This data is from Peptide-MHC class I binding affinity with 185,985 pairs from IEDB/IMGT. The task is: Regression. Given a peptide amino acid sequence and an MHC pseudo amino acid sequence, predict their binding affinity value. This is MHC class I binding data. (1) The peptide sequence is FSNVNLILV. The MHC is H-2-Db with pseudo-sequence H-2-Db. The binding affinity (normalized) is 0.821. (2) The peptide sequence is FPYEGGKVF. The MHC is HLA-B08:02 with pseudo-sequence HLA-B08:02. The binding affinity (normalized) is 0.185.